Dataset: Experimentally validated miRNA-target interactions with 360,000+ pairs, plus equal number of negative samples. Task: Binary Classification. Given a miRNA mature sequence and a target amino acid sequence, predict their likelihood of interaction. (1) The miRNA is cel-miR-792-3p with sequence UUGAAAUCUCUUCAACUUUCAGA. The protein sequence of the target gene is MSDVAETVVAQEPEVVEPVEEKPTETGSDDVVVIDEKTSEQNGEKTEETQAEATEEKNETEAEEADKDKAVENGEAKDTNGNDRKRVSSAHEEAPVADAEEDAPLTKKSKVEDEVDVAASGDAPAVAAE. Result: 1 (interaction). (2) The miRNA is hsa-miR-149-3p with sequence AGGGAGGGACGGGGGCUGUGC. Result: 1 (interaction). The protein sequence of the target gene is MPAYHSSLMDPDTKLIGNMALLPIRSQFKGPAPRETKDTDIVDEAIYYFKANVFFKNYEIKNEADRTLIYITLYISECLKKLQKCNSKSQGEKEMYTLGITNFPIPGEPGFPLNAIYAKPANKQEDEVMRAYLQQLRQETGLRLCEKVFDPQNDKPSKWWTCFVKRQFMNKSLSGPGQ.